From a dataset of Catalyst prediction with 721,799 reactions and 888 catalyst types from USPTO. Predict which catalyst facilitates the given reaction. Reactant: Br[C:2]1[CH:7]=[CH:6][C:5]([N:8]([C:19]2[CH:28]=[CH:27][C:26]3[C:21](=[CH:22][CH:23]=[CH:24][CH:25]=3)[CH:20]=2)[C:9]2[CH:18]=[CH:17][C:16]3[C:11](=[CH:12][CH:13]=[CH:14][CH:15]=3)[CH:10]=2)=[CH:4][CH:3]=1.C([Li])CCC.C(O[B:38]1[O:42][C:41]([CH3:44])([CH3:43])[C:40]([CH3:46])([CH3:45])[O:39]1)(C)C.O. Product: [CH:20]1[C:21]2[C:26](=[CH:25][CH:24]=[CH:23][CH:22]=2)[CH:27]=[CH:28][C:19]=1[N:8]([C:9]1[CH:18]=[CH:17][C:16]2[C:11](=[CH:12][CH:13]=[CH:14][CH:15]=2)[CH:10]=1)[C:5]1[CH:4]=[CH:3][C:2]([B:38]2[O:39][C:40]([CH3:45])([CH3:46])[C:41]([CH3:43])([CH3:44])[O:42]2)=[CH:7][CH:6]=1. The catalyst class is: 396.